From a dataset of Reaction yield outcomes from USPTO patents with 853,638 reactions. Predict the reaction yield, written as a fraction of the theoretical maximum amount of product (1.0 means a 100% yield; for example, 0.34 means a 34% yield). (1) The yield is 0.300. The catalyst is C1COCC1. The product is [NH2:29][CH2:28][C:27]([N:24]1[CH2:23][CH2:22][C:21]2[CH:38]=[CH:39][C:18]([C:15]3[N:14]=[C:13]([C:5]4[CH:4]=[C:3]([C:1]#[N:2])[C:8]([NH:9][CH2:10][CH2:11][CH3:12])=[N:7][CH:6]=4)[O:17][N:16]=3)=[CH:19][C:20]=2[CH2:26][CH2:25]1)=[O:37]. The reactants are [C:1]([C:3]1[CH:4]=[C:5]([C:13]2[O:17][N:16]=[C:15]([C:18]3[CH:39]=[CH:38][C:21]4[CH2:22][CH2:23][N:24]([C:27](=[O:37])[CH2:28][NH:29]C(=O)OC(C)(C)C)[CH2:25][CH2:26][C:20]=4[CH:19]=3)[N:14]=2)[CH:6]=[N:7][C:8]=1[NH:9][CH2:10][CH2:11][CH3:12])#[N:2].Cl. (2) The reactants are [Br:1][C:2]1[C:13]([O:14][CH3:15])=[CH:12][CH:11]=[CH:10][C:3]=1[C:4](N(OC)C)=[O:5].[CH3:16][Mg]Br.C(OCC)(=O)C.Cl. The catalyst is O1CCCC1. The product is [Br:1][C:2]1[C:13]([O:14][CH3:15])=[CH:12][CH:11]=[CH:10][C:3]=1[C:4](=[O:5])[CH3:16]. The yield is 0.900.